Predict the reaction yield, written as a fraction of the theoretical maximum amount of product (1.0 means a 100% yield; for example, 0.34 means a 34% yield). From a dataset of Reaction yield outcomes from USPTO patents with 853,638 reactions. (1) The reactants are [NH2:1][C:2]1[CH:7]=[CH:6][C:5]([I:8])=[CH:4][N:3]=1.Cl[CH2:10][CH:11]=O. The catalyst is C(#N)C. The product is [I:8][C:5]1[CH:6]=[CH:7][C:2]2[N:3]([CH:10]=[CH:11][N:1]=2)[CH:4]=1. The yield is 0.660. (2) The reactants are [O:1]1[CH:5]=[C:4]([CH2:6][CH2:7][CH2:8][OH:9])[N:3]=[CH:2]1.CCN(CC)CC.[CH3:17][C:18]([Si:21](Cl)([CH3:23])[CH3:22])([CH3:20])[CH3:19]. The catalyst is C(Cl)Cl. The product is [Si:21]([O:9][CH2:8][CH2:7][CH2:6][C:4]1[N:3]=[CH:2][O:1][CH:5]=1)([C:18]([CH3:20])([CH3:19])[CH3:17])([CH3:23])[CH3:22]. The yield is 0.850. (3) The reactants are F[C:2]1[CH:7]=[CH:6][C:5]([N+:8]([O-:10])=[O:9])=[CH:4][CH:3]=1.[CH2:11]([NH:14][CH2:15][CH:16]=[CH2:17])[CH:12]=[CH2:13].C([O-])([O-])=O.[K+].[K+].O. The catalyst is CS(C)=O. The product is [N+:8]([C:5]1[CH:6]=[CH:7][C:2]([N:14]([CH2:15][CH:16]=[CH2:17])[CH2:11][CH:12]=[CH2:13])=[CH:3][CH:4]=1)([O-:10])=[O:9]. The yield is 0.590. (4) The reactants are CC[O:3][CH2:4][CH3:5].O.[C:7]1([CH3:17])[CH:12]=[CH:11][C:10](S(O)(=O)=O)=[CH:9][CH:8]=1.[CH3:18]O. No catalyst specified. The product is [CH2:12]([C:11]1[CH:10]=[CH:9][CH:8]=[CH:18][C:5]=1[CH2:4][OH:3])[CH:7]=[CH2:17]. The yield is 0.780. (5) The reactants are Cl[C:2]1[C:7]([F:8])=[CH:6][N:5]=[C:4]([C:9]2[CH:13]=[C:12]([C:14]3[CH:18]=[CH:17][O:16][N:15]=3)[N:11]([CH2:19][C:20]3[CH:25]=[CH:24][CH:23]=[CH:22][C:21]=3[F:26])[N:10]=2)[N:3]=1.[CH3:27][O:28][C:29]1[CH:45]=[CH:44][C:32]([CH2:33][O:34][CH2:35][C:36]([NH:38][CH2:39][C:40]([F:43])([F:42])[F:41])=[O:37])=[CH:31][CH:30]=1.C(=O)([O-])[O-].[Cs+].[Cs+].C(=O)(O)[O-].[Na+]. The catalyst is O1CCOCC1. The product is [F:8][C:7]1[C:2]([N:38]([CH2:39][C:40]([F:41])([F:42])[F:43])[C:36](=[O:37])[CH2:35][O:34][CH2:33][C:32]2[CH:31]=[CH:30][C:29]([O:28][CH3:27])=[CH:45][CH:44]=2)=[N:3][C:4]([C:9]2[CH:13]=[C:12]([C:14]3[CH:18]=[CH:17][O:16][N:15]=3)[N:11]([CH2:19][C:20]3[CH:25]=[CH:24][CH:23]=[CH:22][C:21]=3[F:26])[N:10]=2)=[N:5][CH:6]=1. The yield is 0.120. (6) The catalyst is C1C=CC=CC=1.O=[Mn]=O. The yield is 0.410. The product is [NH:1]1[C:5]2[CH:6]=[CH:7][C:8]([CH:10]=[O:11])=[CH:9][C:4]=2[N:3]=[CH:2]1. The reactants are [NH:1]1[C:5]2[CH:6]=[CH:7][C:8]([CH2:10][OH:11])=[CH:9][C:4]=2[N:3]=[CH:2]1. (7) The reactants are [CH2:1]([P:5]([CH2:10][CH2:11][CH2:12][CH3:13])[CH2:6][CH2:7][CH2:8][CH3:9])[CH2:2][CH2:3][CH3:4].Cl.[C:15]1([B-:21]([C:34]2[CH:39]=[CH:38][CH:37]=[CH:36][CH:35]=2)([C:28]2[CH:33]=[CH:32][CH:31]=[CH:30][CH:29]=2)[C:22]2[CH:27]=[CH:26][CH:25]=[CH:24][CH:23]=2)[CH:20]=[CH:19][CH:18]=[CH:17][CH:16]=1.[Na+]. No catalyst specified. The product is [C:34]1([B-:21]([C:15]2[CH:16]=[CH:17][CH:18]=[CH:19][CH:20]=2)([C:22]2[CH:23]=[CH:24][CH:25]=[CH:26][CH:27]=2)[C:28]2[CH:33]=[CH:32][CH:31]=[CH:30][CH:29]=2)[CH:35]=[CH:36][CH:37]=[CH:38][CH:39]=1.[CH2:10]([PH+:5]([CH2:1][CH2:2][CH2:3][CH3:4])[CH2:6][CH2:7][CH2:8][CH3:9])[CH2:11][CH2:12][CH3:13]. The yield is 0.530.